From a dataset of Reaction yield outcomes from USPTO patents with 853,638 reactions. Predict the reaction yield, written as a fraction of the theoretical maximum amount of product (1.0 means a 100% yield; for example, 0.34 means a 34% yield). (1) The reactants are [NH:1]([C:8]1[N:9]([C:26]2[CH:31]=[CH:30][CH:29]=[CH:28][CH:27]=2)[C:10]2[CH:11]=[C:12]([CH3:25])[N:13]=[C:14]([C:19](N(OC)C)=[O:20])[C:15]=2[C:16](=[O:18])[CH:17]=1)[C:2]1[CH:7]=[CH:6][CH:5]=[CH:4][CH:3]=1.[CH3:32][Mg+].[Br-]. The catalyst is C1COCC1. The product is [C:19]([C:14]1[N:13]=[C:12]([CH3:25])[CH:11]=[C:10]2[C:15]=1[C:16](=[O:18])[CH:17]=[C:8]([NH:1][C:2]1[CH:7]=[CH:6][CH:5]=[CH:4][CH:3]=1)[N:9]2[C:26]1[CH:27]=[CH:28][CH:29]=[CH:30][CH:31]=1)(=[O:20])[CH3:32]. The yield is 0.660. (2) The product is [C:6]([O:10][C:11]([N:13]1[CH2:18][CH2:17][CH:16]([O:19][C:20]2[CH:29]=[C:28]([N:2]([CH3:3])[CH3:1])[CH:27]=[CH:26][C:21]=2[C:22]([O:24][CH3:25])=[O:23])[CH2:15][CH2:14]1)=[O:12])([CH3:9])([CH3:8])[CH3:7]. The yield is 0.590. The catalyst is [Cl-].[Na+].O. The reactants are [CH3:1][N:2](C=O)[CH3:3].[C:6]([O:10][C:11]([N:13]1[CH2:18][CH2:17][CH:16]([O:19][C:20]2[CH:29]=[C:28](F)[CH:27]=[CH:26][C:21]=2[C:22]([O:24][CH3:25])=[O:23])[CH2:15][CH2:14]1)=[O:12])([CH3:9])([CH3:8])[CH3:7].N1CCOCC1.C([O-])([O-])=O.[Cs+].[Cs+].